This data is from Full USPTO retrosynthesis dataset with 1.9M reactions from patents (1976-2016). The task is: Predict the reactants needed to synthesize the given product. (1) Given the product [CH3:1][C:2]1[N:6]([C:12]2[N:13]=[C:14]([N:33]3[CH2:38][CH2:37][O:36][CH2:35][CH2:34]3)[C:15]3[N:21]=[C:20]([CH2:22][N:23]4[CH2:28][CH2:27][CH:26]([C:29]([OH:32])([CH3:31])[CH3:30])[CH2:25][CH2:24]4)[CH:19]=[CH:18][C:16]=3[N:17]=2)[C:5]2[CH:7]=[CH:8][CH:9]=[CH:10][C:4]=2[N:3]=1, predict the reactants needed to synthesize it. The reactants are: [CH3:1][C:2]1[NH:3][C:4]2[CH:10]=[CH:9][CH:8]=[CH:7][C:5]=2[N:6]=1.Cl[C:12]1[N:13]=[C:14]([N:33]2[CH2:38][CH2:37][O:36][CH2:35][CH2:34]2)[C:15]2[N:21]=[C:20]([CH2:22][N:23]3[CH2:28][CH2:27][CH:26]([C:29]([OH:32])([CH3:31])[CH3:30])[CH2:25][CH2:24]3)[CH:19]=[CH:18][C:16]=2[N:17]=1. (2) Given the product [CH2:5]([N:7]([CH2:22][CH3:23])[CH2:8][CH2:9][O:10][C:11]1[CH:16]=[CH:15][C:14]([CH:17]([NH2:2])[CH2:18][CH2:19][CH3:20])=[CH:13][CH:12]=1)[CH3:6], predict the reactants needed to synthesize it. The reactants are: C([BH3-])#[N:2].[Na+].[CH2:5]([N:7]([CH2:22][CH3:23])[CH2:8][CH2:9][O:10][C:11]1[CH:16]=[CH:15][C:14]([C:17](=O)[CH2:18][CH2:19][CH3:20])=[CH:13][CH:12]=1)[CH3:6].C([O-])(=O)C.[NH4+]. (3) Given the product [CH:1]1([N:6]2[CH2:12][C:11]([CH3:13])([CH3:14])[C:10](=[O:15])[N:9]([CH3:16])[C:8]3[CH:17]=[N:18][C:19]([NH:21][C:22]4[CH:30]=[CH:29][C:25]([C:26]([NH:64][N:65]5[CH2:70][CH2:69][N:68]([CH3:71])[CH2:67][CH2:66]5)=[O:28])=[CH:24][C:23]=4[O:31][CH3:32])=[N:20][C:7]2=3)[CH2:2][CH2:3][CH2:4][CH2:5]1, predict the reactants needed to synthesize it. The reactants are: [CH:1]1([N:6]2[CH2:12][C:11]([CH3:14])([CH3:13])[C:10](=[O:15])[N:9]([CH3:16])[C:8]3[CH:17]=[N:18][C:19]([NH:21][C:22]4[CH:30]=[CH:29][C:25]([C:26]([OH:28])=O)=[CH:24][C:23]=4[O:31][CH3:32])=[N:20][C:7]2=3)[CH2:5][CH2:4][CH2:3][CH2:2]1.CCN(C(C)C)C(C)C.CN(C(ON1N=NC2C=CC=CC1=2)=[N+](C)C)C.[B-](F)(F)(F)F.[NH2:64][N:65]1[CH2:70][CH2:69][N:68]([CH3:71])[CH2:67][CH2:66]1. (4) Given the product [C:1]([O:4][CH2:5][C@:6]12[CH2:22][CH2:21][C@:20]([OH:23])([CH3:26])[CH2:19][C@@H:18]1[CH2:17][CH2:16][C@@H:15]1[C@@H:7]2[CH2:8][CH2:9][C@@:10]2([CH3:25])[C@H:14]1[CH2:13][CH2:12][C:11]2=[O:24])(=[O:3])[CH3:2].[C:1]([O:4][CH2:5][C@:6]12[CH2:22][CH2:21][C@@:20]([OH:23])([CH3:26])[CH2:19][C@@H:18]1[CH2:17][CH2:16][C@@H:15]1[C@@H:7]2[CH2:8][CH2:9][C@@:10]2([CH3:25])[C@H:14]1[CH2:13][CH2:12][C:11]2=[O:24])(=[O:3])[CH3:2], predict the reactants needed to synthesize it. The reactants are: [C:1]([O:4][CH2:5][C@:6]12[CH2:22][CH2:21][C:20](=[O:23])[CH2:19][C@@H:18]1[CH2:17][CH2:16][C@@H:15]1[C@@H:7]2[CH2:8][CH2:9][C@@:10]2([CH3:25])[C@H:14]1[CH2:13][CH2:12][C:11]2=[O:24])(=[O:3])[CH3:2].[CH3:26][Mg+].[Br-].[NH4+].[Cl-].